This data is from Forward reaction prediction with 1.9M reactions from USPTO patents (1976-2016). The task is: Predict the product of the given reaction. (1) Given the reactants [F:1][C:2]1[CH:3]=[C:4]([C:11]2[CH:16]=[CH:15][C:14]([OH:17])=[CH:13][CH:12]=2)[C:5]2[O:9][CH:8]=[CH:7][C:6]=2[CH:10]=1.Br[CH2:19][C:20]1[CH:21]=[C:22]([CH:27]=[CH:28][CH:29]=1)[C:23]([O:25]C)=[O:24].C(=O)([O-])[O-].[K+].[K+].[OH-].[Li+].Cl, predict the reaction product. The product is: [F:1][C:2]1[CH:3]=[C:4]([C:11]2[CH:16]=[CH:15][C:14]([O:17][CH2:19][C:20]3[CH:21]=[C:22]([CH:27]=[CH:28][CH:29]=3)[C:23]([OH:25])=[O:24])=[CH:13][CH:12]=2)[C:5]2[O:9][CH:8]=[CH:7][C:6]=2[CH:10]=1. (2) Given the reactants [F:1][C:2]([F:23])([F:22])[C:3]1[CH:4]=[C:5]([NH:9][C:10]2[NH:11][C:12]([C:15]3[CH:20]=[CH:19][C:18]([OH:21])=[CH:17][CH:16]=3)=[N:13][N:14]=2)[CH:6]=[CH:7][CH:8]=1.C([O-])([O-])=O.[Cs+].[Cs+].[NH2:30][C:31]1[CH:36]=[C:35](Cl)[N:34]=[C:33]([S:38][CH3:39])[N:32]=1.CO, predict the reaction product. The product is: [CH3:39][S:38][C:33]1[N:32]=[C:31]([NH2:30])[CH:36]=[C:35]([O:21][C:18]2[CH:19]=[CH:20][C:15]([C:12]3[NH:11][C:10]([NH:9][C:5]4[CH:6]=[CH:7][CH:8]=[C:3]([C:2]([F:22])([F:1])[F:23])[CH:4]=4)=[N:14][N:13]=3)=[CH:16][CH:17]=2)[N:34]=1. (3) Given the reactants [N:1]([C@H:4]1[C@@H:8]([F:9])[CH2:7][N:6]([C:10]([O:12][C:13]([CH3:16])([CH3:15])[CH3:14])=[O:11])[CH2:5]1)=[N+]=[N-].C1C=CC(P(C2C=CC=CC=2)C2C=CC=CC=2)=CC=1.O, predict the reaction product. The product is: [NH2:1][C@H:4]1[C@@H:8]([F:9])[CH2:7][N:6]([C:10]([O:12][C:13]([CH3:16])([CH3:15])[CH3:14])=[O:11])[CH2:5]1. (4) The product is: [B:8]1([OH:11])[C:7]2[CH:12]=[C:3]([OH:2])[CH:4]=[CH:5][C:6]=2[CH2:10][O:9]1. Given the reactants C[O:2][C:3]1[CH:4]=[CH:5][C:6]2[CH2:10][O:9][B:8]([OH:11])[C:7]=2[CH:12]=1.B(Br)(Br)Br, predict the reaction product. (5) Given the reactants [C:1]([O:5][C:6]([N:8]1[CH2:13][CH2:12][CH:11]([CH2:14][CH2:15][N:16]2[CH2:21][CH2:20][N:19]([C:22]3[CH:27]=[CH:26][CH:25]=[C:24]([CH2:28][OH:29])[CH:23]=3)[CH2:18][CH2:17]2)[CH2:10][CH2:9]1)=[O:7])([CH3:4])([CH3:3])[CH3:2].[H-].[Na+].I[CH3:33], predict the reaction product. The product is: [C:1]([O:5][C:6]([N:8]1[CH2:13][CH2:12][CH:11]([CH2:14][CH2:15][N:16]2[CH2:17][CH2:18][N:19]([C:22]3[CH:27]=[CH:26][CH:25]=[C:24]([CH2:28][O:29][CH3:33])[CH:23]=3)[CH2:20][CH2:21]2)[CH2:10][CH2:9]1)=[O:7])([CH3:4])([CH3:2])[CH3:3]. (6) Given the reactants [C:1]([N:8](C)[CH:9]1[CH2:14][CH2:13][CH:12]([N:15]([CH2:28][C:29]2[CH:30]=[C:31](B(O)O)[CH:32]=[CH:33][C:34]=2[O:35][CH2:36][CH3:37])[C:16]([C:18]2[S:22][C:21]3[CH:23]=[CH:24][CH:25]=[CH:26][C:20]=3[C:19]=2[Cl:27])=[O:17])[CH2:11][CH2:10]1)(OC(C)(C)C)=O.FC(F)(F)S(O[C:48]1[CH:53]=[C:52]([CH3:54])[N:51]=[C:50]([CH3:55])[CH:49]=1)(=O)=O, predict the reaction product. The product is: [ClH:27].[ClH:27].[CH3:55][C:50]1[CH:49]=[C:48]([C:31]2[CH:32]=[CH:33][C:34]([O:35][CH2:36][CH3:37])=[C:29]([CH:30]=2)[CH2:28][N:15]([CH:12]2[CH2:13][CH2:14][CH:9]([NH:8][CH3:1])[CH2:10][CH2:11]2)[C:16]([C:18]2[S:22][C:21]3[CH:23]=[CH:24][CH:25]=[CH:26][C:20]=3[C:19]=2[Cl:27])=[O:17])[CH:53]=[C:52]([CH3:54])[N:51]=1. (7) Given the reactants FC(F)(F)C(O)=O.[CH2:8]([N:10]([CH2:62][CH3:63])[CH2:11][CH2:12][NH:13][C:14]([C:16]1[CH:21]=[CH:20][C:19]([C:22]2[CH:27]=[CH:26][C:25]([CH2:28][C@H:29]([NH:44][C:45]([C@H:47]3[CH2:52][CH2:51][C@H:50]([CH2:53][NH:54]C(=O)OC(C)(C)C)[CH2:49][CH2:48]3)=[O:46])[C:30](=[O:43])[NH:31][C:32]3[CH:37]=[CH:36][C:35]([C:38]4[N:39]=[N:40][NH:41][N:42]=4)=[CH:34][CH:33]=3)=[CH:24][CH:23]=2)=[CH:18][CH:17]=1)=[O:15])[CH3:9].[ClH:64], predict the reaction product. The product is: [ClH:64].[NH2:54][CH2:53][C@H:50]1[CH2:51][CH2:52][C@H:47]([C:45]([NH:44][C@H:29]([C:30](=[O:43])[NH:31][C:32]2[CH:37]=[CH:36][C:35]([C:38]3[N:39]=[N:40][NH:41][N:42]=3)=[CH:34][CH:33]=2)[CH2:28][C:25]2[CH:24]=[CH:23][C:22]([C:19]3[CH:20]=[CH:21][C:16]([C:14]([NH:13][CH2:12][CH2:11][N:10]([CH2:62][CH3:63])[CH2:8][CH3:9])=[O:15])=[CH:17][CH:18]=3)=[CH:27][CH:26]=2)=[O:46])[CH2:48][CH2:49]1.